From a dataset of Full USPTO retrosynthesis dataset with 1.9M reactions from patents (1976-2016). Predict the reactants needed to synthesize the given product. (1) Given the product [CH2:1]([O:8][C:9]1[CH:10]=[C:11]2[C:15](=[CH:16][CH:17]=1)[CH2:14][CH:13]([CH:18]([O:37][Si:38]([C:41]([CH3:43])([CH3:44])[CH3:42])([CH3:39])[CH3:40])[C:19]1[O:20][C:21]([C:46]3[CH:51]=[CH:50][CH:49]=[CH:48][N:47]=3)=[CH:22][N:23]=1)[CH2:12]2)[C:2]1[CH:7]=[CH:6][CH:5]=[CH:4][CH:3]=1, predict the reactants needed to synthesize it. The reactants are: [CH2:1]([O:8][C:9]1[CH:10]=[C:11]2[C:15](=[CH:16][CH:17]=1)[CH2:14][CH:13]([CH:18]([O:37][Si:38]([C:41]([CH3:44])([CH3:43])[CH3:42])([CH3:40])[CH3:39])[C:19]1[O:20][C:21]([Sn](CCCC)(CCCC)CCCC)=[CH:22][N:23]=1)[CH2:12]2)[C:2]1[CH:7]=[CH:6][CH:5]=[CH:4][CH:3]=1.Br[C:46]1[CH:51]=[CH:50][CH:49]=[CH:48][N:47]=1. (2) Given the product [C:36]([O:40][Si:5]([C:1]([CH3:4])([CH3:3])[CH3:2])([CH:10]([CH3:12])[CH3:11])[CH:7]([CH3:9])[CH3:8])(=[O:39])[CH:37]=[CH2:38], predict the reactants needed to synthesize it. The reactants are: [C:1]([Si:5]([CH:10]([CH3:12])[CH3:11])([CH:7]([CH3:9])[CH3:8])Cl)([CH3:4])([CH3:3])[CH3:2].C(C1C=C(C)C=C(C(C)(C)C)C=1O)(C)(C)C.C(N(CC)CC)C.[C:36]([OH:40])(=[O:39])[CH:37]=[CH2:38]. (3) Given the product [Cl:15][C:16]1[N:25]=[C:24]([NH:7][CH2:6][CH:2]2[CH2:3][CH2:4][CH2:5][O:1]2)[C:23]2[C:18](=[CH:19][CH:20]=[CH:21][CH:22]=2)[N:17]=1, predict the reactants needed to synthesize it. The reactants are: [O:1]1[CH2:5][CH2:4][CH2:3][CH:2]1[CH2:6][NH2:7].C(N(CC)CC)C.[Cl:15][C:16]1[N:25]=[C:24](Cl)[C:23]2[C:18](=[CH:19][CH:20]=[CH:21][CH:22]=2)[N:17]=1. (4) Given the product [Si:25]([CH:7]([OH:8])[C@H:5]1[O:6][C@@H:1]([N:9]2[C:13]3=[N:14][CH:15]=[N:16][C:17]([O:18][CH3:19])=[C:12]3[C:11]([I:20])=[N:10]2)[CH2:2][C@@H:3]1[OH:4])([C:21]([CH3:24])([CH3:23])[CH3:22])([C:33]1[CH:34]=[CH:35][CH:36]=[CH:37][CH:38]=1)[C:27]1[CH:32]=[CH:31][CH:30]=[CH:29][CH:28]=1, predict the reactants needed to synthesize it. The reactants are: [C@@H:1]1([N:9]2[C:13]3=[N:14][CH:15]=[N:16][C:17]([O:18][CH3:19])=[C:12]3[C:11]([I:20])=[N:10]2)[O:6][C@H:5]([CH2:7][OH:8])[C@@H:3]([OH:4])[CH2:2]1.[C:21]([Si:25]([C:33]1[CH:38]=[CH:37][CH:36]=[CH:35][CH:34]=1)([C:27]1[CH:32]=[CH:31][CH:30]=[CH:29][CH:28]=1)Cl)([CH3:24])([CH3:23])[CH3:22]. (5) Given the product [CH3:16][C@@H:17]1[CH2:22][CH2:21][CH2:20][N:19]([C:7]([C:6]2[CH:10]=[C:2]([CH3:1])[CH:3]=[CH:4][C:5]=2[N:11]2[N:15]=[CH:14][CH:13]=[N:12]2)=[O:9])[C@@H:18]1[CH2:23][NH:24][C:25]1[CH:30]=[CH:29][C:28]([C:31]([F:34])([F:32])[F:33])=[CH:27][N:26]=1, predict the reactants needed to synthesize it. The reactants are: [CH3:1][C:2]1[CH:3]=[CH:4][C:5]([N:11]2[N:15]=[CH:14][CH:13]=[N:12]2)=[C:6]([CH:10]=1)[C:7]([OH:9])=O.[CH3:16][C@@H:17]1[CH2:22][CH2:21][CH2:20][NH:19][C@@H:18]1[CH2:23][NH:24][C:25]1[CH:30]=[CH:29][C:28]([C:31]([F:34])([F:33])[F:32])=[CH:27][N:26]=1.